From a dataset of Full USPTO retrosynthesis dataset with 1.9M reactions from patents (1976-2016). Predict the reactants needed to synthesize the given product. (1) Given the product [C:22]1([NH:28][C:29](=[S:30])[NH:1][CH2:2][CH2:3][CH2:4][CH2:5][CH2:6][NH:7][C:8]([CH2:10][S:11][C:12](=[O:14])[CH3:13])=[O:9])[CH:27]=[CH:26][CH:25]=[CH:24][CH:23]=1, predict the reactants needed to synthesize it. The reactants are: [NH2:1][CH2:2][CH2:3][CH2:4][CH2:5][CH2:6][NH:7][C:8]([CH2:10][S:11][C:12](=[O:14])[CH3:13])=[O:9].C(N(CC)CC)C.[C:22]1([N:28]=[C:29]=[S:30])[CH:27]=[CH:26][CH:25]=[CH:24][CH:23]=1.C(O)C(N)(CO)CO. (2) The reactants are: [CH2:1]([O:8][CH2:9][C@H:10]1[O:15][C:14]2[CH:16]=[C:17]([CH2:20][CH2:21]I)[CH:18]=[CH:19][C:13]=2[O:12][CH2:11]1)[C:2]1[CH:7]=[CH:6][CH:5]=[CH:4][CH:3]=1.[NH2:23][CH2:24][CH:25]([C:27]1[N:32]=[C:31]2[CH2:33][O:34][CH:35]([C:37]3[CH:42]=[CH:41][CH:40]=[CH:39][CH:38]=3)[O:36][C:30]2=[CH:29][CH:28]=1)[OH:26]. Given the product [CH2:1]([O:8][CH2:9][C@@H:10]1[CH2:11][O:12][C:13]2[CH:19]=[CH:18][C:17]([CH2:20][CH2:21][NH:23][CH2:24][CH:25]([C:27]3[N:32]=[C:31]4[CH2:33][O:34][CH:35]([C:37]5[CH:38]=[CH:39][CH:40]=[CH:41][CH:42]=5)[O:36][C:30]4=[CH:29][CH:28]=3)[OH:26])=[CH:16][C:14]=2[O:15]1)[C:2]1[CH:7]=[CH:6][CH:5]=[CH:4][CH:3]=1, predict the reactants needed to synthesize it. (3) Given the product [O:19]1[C:18]2[CH:20]=[CH:21][CH:22]=[CH:23][C:17]=2[O:16][CH2:15][C@@H:14]1[CH2:12][N:8]1[CH2:9][CH2:10][CH2:11][C@:6]([CH3:24])([C:4]([O-:5])=[O:3])[CH2:7]1.[Li+:26], predict the reactants needed to synthesize it. The reactants are: C([O:3][C:4]([C@@:6]1([CH3:24])[CH2:11][CH2:10][CH2:9][N:8]([C:12]([C@@H:14]2[O:19][C:18]3[CH:20]=[CH:21][CH:22]=[CH:23][C:17]=3[O:16][CH2:15]2)=O)[CH2:7]1)=[O:5])C.[OH-].[Li+:26].C1COCC1. (4) Given the product [Br:44][C:42]1[N:43]=[C:18]2[C:17]([NH:16][C:9](=[O:10])[O:11][C:12]([CH3:13])([CH3:14])[CH3:15])=[N:22][C@@:21]([C:24]3[CH:25]=[C:26]([NH:31][C:32]([C:34]4[CH:39]=[CH:38][C:37]([F:40])=[CH:36][N:35]=4)=[O:33])[CH:27]=[CH:28][C:29]=3[F:30])([CH3:23])[CH2:20][N:19]2[CH:41]=1, predict the reactants needed to synthesize it. The reactants are: [C:9](O[C:9]([O:11][C:12]([CH3:15])([CH3:14])[CH3:13])=[O:10])([O:11][C:12]([CH3:15])([CH3:14])[CH3:13])=[O:10].[NH2:16][C:17]1[C:18]2[N:19]([CH:41]=[C:42]([Br:44])[N:43]=2)[CH2:20][C@:21]([C:24]2[CH:25]=[C:26]([NH:31][C:32]([C:34]3[CH:39]=[CH:38][C:37]([F:40])=[CH:36][N:35]=3)=[O:33])[CH:27]=[CH:28][C:29]=2[F:30])([CH3:23])[N:22]=1. (5) Given the product [CH3:11][C:3]1[CH:4]=[C:5]([N+:8]([O-:10])=[O:9])[CH:6]=[CH:7][C:2]=1[N:19]1[CH2:20][CH2:21][N:16]([CH:14]2[CH2:15][O:12][CH2:13]2)[CH2:17][CH2:18]1, predict the reactants needed to synthesize it. The reactants are: F[C:2]1[CH:7]=[CH:6][C:5]([N+:8]([O-:10])=[O:9])=[CH:4][C:3]=1[CH3:11].[O:12]1[CH2:15][CH:14]([N:16]2[CH2:21][CH2:20][NH:19][CH2:18][CH2:17]2)[CH2:13]1.C(=O)([O-])[O-].[K+].[K+]. (6) The reactants are: [Br:1][C:2]1[CH:3]=[C:4]2[C:9](=[CH:10][C:11]=1[O:12][CH3:13])[N:8]=[C:7](Cl)[N:6]=[CH:5]2.[O:15]1[CH2:20][CH2:19][N:18]([C:21]2[CH:27]=[CH:26][C:24]([NH2:25])=[CH:23][CH:22]=2)[CH2:17][CH2:16]1. Given the product [Br:1][C:2]1[CH:3]=[C:4]2[C:9](=[CH:10][C:11]=1[O:12][CH3:13])[N:8]=[C:7]([NH:25][C:24]1[CH:23]=[CH:22][C:21]([N:18]3[CH2:19][CH2:20][O:15][CH2:16][CH2:17]3)=[CH:27][CH:26]=1)[N:6]=[CH:5]2, predict the reactants needed to synthesize it.